Binary Classification. Given a miRNA mature sequence and a target amino acid sequence, predict their likelihood of interaction. From a dataset of Experimentally validated miRNA-target interactions with 360,000+ pairs, plus equal number of negative samples. (1) The miRNA is hsa-miR-3153 with sequence GGGGAAAGCGAGUAGGGACAUUU. The protein sequence of the target gene is MAASRLELNLVRLLSRCEAMAAEKRDPDEWRLEKYVGALEDMLQALKVHASKPASEVINEYSWKVDFLKGMLQAEKLTSSSEKALANQFLAPGRVPTTARERVPATKTVHLQSRARYTSEMRSELLGTDSAEPEMDVRKRTGVAGSQPVSEKQLAAELDLVLQRHQNLQEKLAEEMLGLARSLKTNTLAAQSVIKKDNQTLSHSLKMADQNLEKLKTESERLEQHTQKSVNWLLWAMLIIVCFIFISMILFIRIMPKLK. Result: 0 (no interaction). (2) Result: 0 (no interaction). The miRNA is hsa-miR-374c-5p with sequence AUAAUACAACCUGCUAAGUGCU. The protein sequence of the target gene is METLTSRHEKRALHSQASAISQDREEKIMSQEPLSFKDVAVVFTEEELELLDSTQRQLYQDVMQENFRNLLSVGERNPLGDKNGKDTEYIQDEELRFFSHKELSSCKIWEEVAGELPGSQDCRVNLQGKDFQFSEDAAPHQGWEGASTPCFPIENSLDSLQGDGLIGLENQQFPAWRAIRPIPIQGSWAKAFVNQLGDVQERCKNLDTEDTVYKCNWDDDSFCWISCHVDHRFPEIDKPCGCNKCRKDCIKNSVLHRINPGENGLKSNEYRNGFRDDADLPPHPRVPLKEKLCQYDEFSE.... (3) The miRNA is hsa-miR-3689b-3p with sequence CUGGGAGGUGUGAUAUUGUGGU. The protein sequence of the target gene is MAVSGFTLGTCILLLHISYVANYPNGKVTQSCHGMIPEHGHSPQSVPVHDIYVSQMTFRPGDQIEVTLSGHPFKGFLLEARNAEDLNGPPIGSFTLIDSEVSQLLTCEDIQGSAVSHRSASKKTEIKVYWNAPSSAPNHTQFLVTVVEKYKIYWVKIPGPIISQPNAFPFTTPKATVVPLPTLPPVSHLTKPFSASDCGNKKFCIRSPLNCDPEKEASCVFLSFTRDDQSVMVEMSGPSKGYLSFALSHDQWMGDDDAYLCIHEDQTVYIQPSHLTGRSHPVMDSRDTLEDMAWRLADGV.... Result: 1 (interaction). (4) The miRNA is hsa-miR-4716-3p with sequence AAGGGGGAAGGAAACAUGGAGA. The protein sequence of the target gene is MSAVSQPQAAHAPLEKPASTAILCNTCGNVCKGEVLRVQNKYFHIRCFVCKACGCDLAEGGFFVRQGEHICTRDYQRLYGTRCFSCDRFIEGEVVSALGKTYHPDCFVCAVCRLPFPPGDRVTFNGKECMCQKCSPPTLLGNSAHVAQGLRSCGGCGLEIKNGQALVALDKHWHLGCFKCKTCGKLLNAEYISKDGLPYCEADYHSKFGIRCDGCEKYITGRVLEAGEKHYHPSCALCVRCGQMFSEGEEMYLQGSSIWHPACRQAARTEDKSKETRTSSESIVSVPASSTSGSPSRVIY.... Result: 0 (no interaction). (5) The miRNA is hsa-miR-4685-5p with sequence CCCAGGGCUUGGAGUGGGGCAAGGUU. The protein sequence of the target gene is MAGNSLVLPIVLWGRKAPTHCISSILLTDDGGTIVTGCHDGQICLWDVSVELEVNPRALLFGHTASITCLSKACASGDKRYTVSASANGEMCLWDVNDGRCIEFTKLACTHTGIQFYQFSVGNQQEGRLLCHGHYPEILVVDATSLEVLYSLVSKISPDWISSMSIIRSQRTQEDTVVALSVTGILKVWIVTSEMSGMQDTEPIFEEESKPIYCQNCQSISFCAFTQRSLLVVCSKYWRVFDAGDYSLLCSGPSENGQTWTGGDFVSADKVIIWTENGQSYIYKLPASCLPASDSFRSDV.... Result: 0 (no interaction). (6) The miRNA is hsa-miR-558 with sequence UGAGCUGCUGUACCAAAAU. The protein sequence of the target gene is MSSNECFKCGRSGHWARECPTGGGRGRGMRSRGRGGFTSDRGFQFVSSSLPDICYRCGESGHLAKDCDLQEDACYNCGRGGHIAKDCKEPKREREQCCYNCGKPGHLARDCDHADEQKCYSCGEFGHIQKDCTKVKCYRCGETGHVAINCSKTSEVNCYRCGESGHLARECTIEATA. Result: 1 (interaction).